This data is from Full USPTO retrosynthesis dataset with 1.9M reactions from patents (1976-2016). The task is: Predict the reactants needed to synthesize the given product. (1) The reactants are: [Si:1]([O:8][CH:9]1[CH2:13][CH2:12][N:11]([CH2:14][CH:15]([N:26]([CH3:37])[C:27](=[O:36])[O:28][CH2:29][C:30]2[CH:35]=[CH:34][CH:33]=[CH:32][CH:31]=2)[C:16]2[CH:21]=[CH:20][CH:19]=[C:18]([C:22](=[NH:25])[NH:23][OH:24])[CH:17]=2)[CH2:10]1)([C:4]([CH3:7])([CH3:6])[CH3:5])([CH3:3])[CH3:2].O([C:39]([C:41]([F:44])([F:43])[F:42])=O)[C:39]([C:41]([F:44])([F:43])[F:42])=O. Given the product [CH2:29]([O:28][C:27](=[O:36])[N:26]([C@@H:15]([C:16]1[CH:21]=[CH:20][CH:19]=[C:18]([C:22]2[N:25]=[C:39]([C:41]([F:44])([F:43])[F:42])[O:24][N:23]=2)[CH:17]=1)[CH2:14][N:11]1[CH2:12][CH2:13][C@H:9]([O:8][Si:1]([C:4]([CH3:7])([CH3:6])[CH3:5])([CH3:2])[CH3:3])[CH2:10]1)[CH3:37])[C:30]1[CH:31]=[CH:32][CH:33]=[CH:34][CH:35]=1, predict the reactants needed to synthesize it. (2) The reactants are: OC(C1SC=CC=1)CCN(C)C.FC1C2C(=CC=CC=2)C=CC=1.[K].[CH3:25][N:26]([CH2:28][CH2:29][CH:30]([O:36][C:37]1[C:46]2[C:41](=[CH:42][CH:43]=[CH:44][CH:45]=2)[CH:40]=[CH:39][CH:38]=1)[C:31]1[S:32][CH:33]=[CH:34][CH:35]=1)C.ClC(OC1C=CC=CC=1)=O.ClC(OCC(Cl)(Cl)Cl)=O.C(=O)([O-])N. Given the product [CH3:25][NH:26][CH2:28][CH2:29][CH:30]([O:36][C:37]1[C:46]2[C:41](=[CH:42][CH:43]=[CH:44][CH:45]=2)[CH:40]=[CH:39][CH:38]=1)[C:31]1[S:32][CH:33]=[CH:34][CH:35]=1, predict the reactants needed to synthesize it. (3) Given the product [F:1][C:2]1[CH:3]=[C:4]([CH:22]=[C:23]([F:25])[CH:24]=1)[CH2:5][C@H:6]1[C@@H:10]([C@H:11]2[CH2:20][C:19]3[C:14](=[CH:15][CH:16]=[CH:17][CH:18]=3)[CH2:13][N:12]2[CH2:32][C:31]2[CH:34]=[CH:35][C:28]([O:27][CH3:26])=[CH:29][CH:30]=2)[O:9][C:8](=[O:21])[NH:7]1, predict the reactants needed to synthesize it. The reactants are: [F:1][C:2]1[CH:3]=[C:4]([CH:22]=[C:23]([F:25])[CH:24]=1)[CH2:5][C@H:6]1[C@@H:10]([C@H:11]2[CH2:20][C:19]3[C:14](=[CH:15][CH:16]=[CH:17][CH:18]=3)[CH2:13][NH:12]2)[O:9][C:8](=[O:21])[NH:7]1.[CH3:26][O:27][C:28]1[CH:35]=[CH:34][C:31]([CH:32]=O)=[CH:30][CH:29]=1.[BH-](OC(C)=O)(OC(C)=O)OC(C)=O.[Na+].C(OCC)(=O)C. (4) Given the product [C:37]([O:40][C:2]1[N:7]=[CH:6][C:5]([C:8]2([OH:35])[CH2:13][CH2:12][CH:11]([N:14]3[CH2:15][CH:16]([NH:18][C:19]([CH2:21][NH:22][C:23](=[O:34])[C:24]4[CH:29]=[CH:28][CH:27]=[C:26]([C:30]([F:33])([F:32])[F:31])[CH:25]=4)=[O:20])[CH2:17]3)[CH2:10][CH2:9]2)=[CH:4][CH:3]=1)([CH3:39])([CH3:38])[CH3:36], predict the reactants needed to synthesize it. The reactants are: F[C:2]1[N:7]=[CH:6][C:5]([C:8]2([OH:35])[CH2:13][CH2:12][CH:11]([N:14]3[CH2:17][CH:16]([NH:18][C:19]([CH2:21][NH:22][C:23](=[O:34])[C:24]4[CH:29]=[CH:28][CH:27]=[C:26]([C:30]([F:33])([F:32])[F:31])[CH:25]=4)=[O:20])[CH2:15]3)[CH2:10][CH2:9]2)=[CH:4][CH:3]=1.[CH3:36][C:37]([O-:40])([CH3:39])[CH3:38].[K+]. (5) Given the product [C:1]([C:3]1[CH:4]=[C:5]([CH:8]=[CH:9][C:10]=1[F:11])[C:6]([OH:13])=[O:7])#[N:2], predict the reactants needed to synthesize it. The reactants are: [C:1]([C:3]1[CH:4]=[C:5]([CH:8]=[CH:9][C:10]=1[F:11])[CH:6]=[O:7])#[N:2].S(=O)(=O)(O)[OH:13]. (6) Given the product [I:15][C:16]1[CH:21]=[C:20]([N:8]2[C:5]3=[CH:6][N:7]=[C:2]([CH3:1])[CH:3]=[C:4]3[C:10]([C:11]([O:13][CH3:14])=[O:12])=[N:9]2)[CH:19]=[CH:18][CH:17]=1, predict the reactants needed to synthesize it. The reactants are: [CH3:1][C:2]1[CH:3]=[C:4]2[C:10]([C:11]([O:13][CH3:14])=[O:12])=[N:9][NH:8][C:5]2=[CH:6][N:7]=1.[I:15][C:16]1[CH:17]=[C:18](B(O)O)[CH:19]=[CH:20][CH:21]=1. (7) Given the product [Br:1][C:2]1[CH:10]=[CH:9][C:8]([F:11])=[CH:7][C:3]=1[C:4]([CH:20]1[CH2:25][CH2:24][N:23]([CH3:26])[CH2:22][CH2:21]1)=[O:6], predict the reactants needed to synthesize it. The reactants are: [Br:1][C:2]1[CH:10]=[CH:9][C:8]([F:11])=[CH:7][C:3]=1[C:4]([OH:6])=O.C(Cl)(=O)C(Cl)=O.Cl[Mg][CH:20]1[CH2:25][CH2:24][N:23]([CH3:26])[CH2:22][CH2:21]1.O. (8) Given the product [NH2:16][C:11]1[CH:12]=[CH:13][CH:14]=[C:15]2[C:10]=1[C:9](=[O:19])[C:8]1([NH:20][C:21]([C:23]3[N:24]([CH3:28])[CH:25]=[CH:26][N:27]=3)=[O:22])[C:7]3[CH:29]=[CH:30][C:31]([CH:33]([CH3:35])[CH3:34])=[CH:32][C:6]=3[O:5][C:4]12[OH:3], predict the reactants needed to synthesize it. The reactants are: Cl.O.[OH:3][C:4]12[C:15]3[C:10](=[C:11]([N+:16]([O-])=O)[CH:12]=[CH:13][CH:14]=3)[C:9](=[O:19])[C:8]1([NH:20][C:21]([C:23]1[N:24]([CH3:28])[CH:25]=[CH:26][N:27]=1)=[O:22])[C:7]1[CH:29]=[CH:30][C:31]([CH:33]([CH3:35])[CH3:34])=[CH:32][C:6]=1[O:5]2. (9) Given the product [CH2:1]([O:8][C:9]1[CH:10]=[CH:11][C:12]([C:15]2[O:16][C:17]([CH3:24])=[C:18]([CH2:20][C:21]([N:35]3[CH2:30][CH2:29][CH2:34][C@H:33]3[CH3:32])=[O:23])[N:19]=2)=[CH:13][CH:14]=1)[C:2]1[CH:3]=[CH:4][CH:5]=[CH:6][CH:7]=1, predict the reactants needed to synthesize it. The reactants are: [CH2:1]([O:8][C:9]1[CH:14]=[CH:13][C:12]([C:15]2[O:16][C:17]([CH3:24])=[C:18]([CH2:20][C:21]([OH:23])=O)[N:19]=2)=[CH:11][CH:10]=1)[C:2]1[CH:7]=[CH:6][CH:5]=[CH:4][CH:3]=1.C(Cl)CCl.[CH:29]1[CH:30]=C[C:32]2N(O)N=[N:35][C:33]=2[CH:34]=1.Cl.C[C@@H]1CCCN1.CCN(C(C)C)C(C)C.